This data is from NCI-60 drug combinations with 297,098 pairs across 59 cell lines. The task is: Regression. Given two drug SMILES strings and cell line genomic features, predict the synergy score measuring deviation from expected non-interaction effect. (1) Drug 1: C1=CC(=CC=C1CCCC(=O)O)N(CCCl)CCCl. Drug 2: CCN(CC)CCCC(C)NC1=C2C=C(C=CC2=NC3=C1C=CC(=C3)Cl)OC. Cell line: M14. Synergy scores: CSS=1.07, Synergy_ZIP=-9.48, Synergy_Bliss=-15.6, Synergy_Loewe=-16.9, Synergy_HSA=-16.0. (2) Drug 2: C(CCl)NC(=O)N(CCCl)N=O. Drug 1: CC1=C2C(C(=O)C3(C(CC4C(C3C(C(C2(C)C)(CC1OC(=O)C(C(C5=CC=CC=C5)NC(=O)C6=CC=CC=C6)O)O)OC(=O)C7=CC=CC=C7)(CO4)OC(=O)C)O)C)OC(=O)C. Cell line: HCT-15. Synergy scores: CSS=20.1, Synergy_ZIP=-3.42, Synergy_Bliss=4.18, Synergy_Loewe=4.32, Synergy_HSA=4.46. (3) Drug 1: CCC1(CC2CC(C3=C(CCN(C2)C1)C4=CC=CC=C4N3)(C5=C(C=C6C(=C5)C78CCN9C7C(C=CC9)(C(C(C8N6C=O)(C(=O)OC)O)OC(=O)C)CC)OC)C(=O)OC)O.OS(=O)(=O)O. Drug 2: CC12CCC3C(C1CCC2OP(=O)(O)O)CCC4=C3C=CC(=C4)OC(=O)N(CCCl)CCCl.[Na+]. Cell line: MDA-MB-435. Synergy scores: CSS=34.2, Synergy_ZIP=2.20, Synergy_Bliss=6.21, Synergy_Loewe=-4.82, Synergy_HSA=8.97. (4) Cell line: NCI-H460. Synergy scores: CSS=-1.51, Synergy_ZIP=1.46, Synergy_Bliss=0.826, Synergy_Loewe=-2.01, Synergy_HSA=-1.71. Drug 2: C(=O)(N)NO. Drug 1: C1=NC2=C(N=C(N=C2N1C3C(C(C(O3)CO)O)O)F)N. (5) Drug 1: C1=CC=C(C=C1)NC(=O)CCCCCCC(=O)NO. Drug 2: CNC(=O)C1=NC=CC(=C1)OC2=CC=C(C=C2)NC(=O)NC3=CC(=C(C=C3)Cl)C(F)(F)F. Cell line: SK-MEL-5. Synergy scores: CSS=16.7, Synergy_ZIP=-6.06, Synergy_Bliss=-3.02, Synergy_Loewe=-19.1, Synergy_HSA=-2.26. (6) Drug 2: C1C(C(OC1N2C=NC(=NC2=O)N)CO)O. Drug 1: CCC(=C(C1=CC=CC=C1)C2=CC=C(C=C2)OCCN(C)C)C3=CC=CC=C3.C(C(=O)O)C(CC(=O)O)(C(=O)O)O. Synergy scores: CSS=20.9, Synergy_ZIP=4.46, Synergy_Bliss=8.32, Synergy_Loewe=-3.25, Synergy_HSA=3.27. Cell line: HCT116.